From a dataset of Catalyst prediction with 721,799 reactions and 888 catalyst types from USPTO. Predict which catalyst facilitates the given reaction. (1) Product: [O:15]([C:12]1[CH:11]=[CH:10][C:9]([C:6]2[N:7]=[CH:8][C:3]3[N:4]([C:24]([C:23]([F:34])([F:33])[F:22])=[N:2][N:1]=3)[CH:5]=2)=[CH:14][CH:13]=1)[C:16]1[CH:21]=[CH:20][CH:19]=[CH:18][CH:17]=1. The catalyst class is: 11. Reactant: [NH:1]([C:3]1[CH:8]=[N:7][C:6]([C:9]2[CH:14]=[CH:13][C:12]([O:15][C:16]3[CH:21]=[CH:20][CH:19]=[CH:18][CH:17]=3)=[CH:11][CH:10]=2)=[CH:5][N:4]=1)[NH2:2].[F:22][C:23]([F:34])([F:33])[C:24](O[C:24](=O)[C:23]([F:34])([F:33])[F:22])=O. (2) Reactant: Cl.Cl[CH2:3][C:4]1[CH:9]=[CH:8][CH:7]=[CH:6][N:5]=1.C(=O)([O-])[O-].[K+].[K+].[F:16][C:17]([F:26])([F:25])[CH2:18][CH2:19][CH:20]([C:23]#[N:24])[C:21]#[N:22].O. Product: [N:5]1[CH:6]=[CH:7][CH:8]=[CH:9][C:4]=1[CH2:3][C:20]([CH2:19][CH2:18][C:17]([F:16])([F:25])[F:26])([C:21]#[N:22])[C:23]#[N:24]. The catalyst class is: 9. (3) Reactant: [CH3:1][Si:2](Cl)([CH3:4])[CH3:3].[C:6]1([S:12][C:13](Br)([F:15])[F:14])[CH:11]=[CH:10][CH:9]=[CH:8][CH:7]=1. Product: [CH3:1][Si:2]([C:13]([S:12][C:6]1[CH:11]=[CH:10][CH:9]=[CH:8][CH:7]=1)([F:15])[F:14])([CH3:4])[CH3:3]. The catalyst class is: 3. (4) Reactant: [C:1]([C:5]1[CH:10]=[CH:9][C:8]([C:11]2([OH:29])[CH2:28][CH:14]3[CH2:15][N:16](C(OCC4C=CC=CC=4)=O)[CH2:17][CH:13]3[CH2:12]2)=[CH:7][CH:6]=1)([CH3:4])([CH3:3])[CH3:2]. Product: [C:1]([C:5]1[CH:6]=[CH:7][C:8]([C:11]2([OH:29])[CH2:28][CH:14]3[CH2:15][NH:16][CH2:17][CH:13]3[CH2:12]2)=[CH:9][CH:10]=1)([CH3:4])([CH3:2])[CH3:3]. The catalyst class is: 29. (5) Reactant: [Si]([O:8][CH2:9][CH2:10][NH:11][C@@H:12]1[C:20]2[C:15](=[C:16]([C:21]3[N:25]=[C:24]([C:26]4[CH:27]=[CH:28][C:29]([O:34][CH:35]([CH3:37])[CH3:36])=[C:30]([CH:33]=4)[C:31]#[N:32])[S:23][N:22]=3)[CH:17]=[CH:18][CH:19]=2)[CH2:14][CH2:13]1)(C(C)(C)C)(C)C.[ClH:38]. Product: [ClH:38].[OH:8][CH2:9][CH2:10][NH:11][C@@H:12]1[C:20]2[C:15](=[C:16]([C:21]3[N:25]=[C:24]([C:26]4[CH:27]=[CH:28][C:29]([O:34][CH:35]([CH3:37])[CH3:36])=[C:30]([CH:33]=4)[C:31]#[N:32])[S:23][N:22]=3)[CH:17]=[CH:18][CH:19]=2)[CH2:14][CH2:13]1. The catalyst class is: 472. (6) Reactant: [Br:1][C:2]1[CH:13]=[CH:12][C:5]2[CH2:6][CH2:7][CH2:8][CH2:9][C:10](=[O:11])[C:4]=2[CH:3]=1.[BH4-].[Na+].C(=O)(O)[O-].[Na+]. Product: [Br:1][C:2]1[CH:13]=[CH:12][C:5]2[CH2:6][CH2:7][CH2:8][CH2:9][CH:10]([OH:11])[C:4]=2[CH:3]=1. The catalyst class is: 8.